This data is from NCI-60 drug combinations with 297,098 pairs across 59 cell lines. The task is: Regression. Given two drug SMILES strings and cell line genomic features, predict the synergy score measuring deviation from expected non-interaction effect. (1) Drug 1: CC1C(C(=O)NC(C(=O)N2CCCC2C(=O)N(CC(=O)N(C(C(=O)O1)C(C)C)C)C)C(C)C)NC(=O)C3=C4C(=C(C=C3)C)OC5=C(C(=O)C(=C(C5=N4)C(=O)NC6C(OC(=O)C(N(C(=O)CN(C(=O)C7CCCN7C(=O)C(NC6=O)C(C)C)C)C)C(C)C)C)N)C. Drug 2: C#CCC(CC1=CN=C2C(=N1)C(=NC(=N2)N)N)C3=CC=C(C=C3)C(=O)NC(CCC(=O)O)C(=O)O. Cell line: HS 578T. Synergy scores: CSS=42.8, Synergy_ZIP=4.87, Synergy_Bliss=0.934, Synergy_Loewe=-22.5, Synergy_HSA=-2.32. (2) Drug 1: C1=CC(=CC=C1CCCC(=O)O)N(CCCl)CCCl. Drug 2: CCN(CC)CCCC(C)NC1=C2C=C(C=CC2=NC3=C1C=CC(=C3)Cl)OC. Cell line: ACHN. Synergy scores: CSS=34.5, Synergy_ZIP=-4.25, Synergy_Bliss=-6.33, Synergy_Loewe=-8.16, Synergy_HSA=-4.60.